From a dataset of Full USPTO retrosynthesis dataset with 1.9M reactions from patents (1976-2016). Predict the reactants needed to synthesize the given product. (1) Given the product [Cl:18][C:2]1[N:7]2[N:8]=[CH:9][C:10]([C:11]([O:13][CH2:14][CH3:15])=[O:12])=[C:6]2[N:5]=[CH:4][CH:3]=1, predict the reactants needed to synthesize it. The reactants are: O[C:2]1[N:7]2[N:8]=[CH:9][C:10]([C:11]([O:13][CH2:14][CH3:15])=[O:12])=[C:6]2[N:5]=[CH:4][CH:3]=1.O=P(Cl)(Cl)[Cl:18].[OH-].[Na+].C([O-])([O-])=O.[Na+].[Na+]. (2) Given the product [NH2:45][C:13]1[CH:12]=[C:11]2[C:16]([C:8]([C:6]3[CH:5]=[CH:4][N:3]=[C:2]([CH3:1])[CH:7]=3)=[N:9][N:10]2[C:25]([C:26]2[CH:31]=[CH:30][CH:29]=[CH:28][CH:27]=2)([C:38]2[CH:43]=[CH:42][CH:41]=[CH:40][CH:39]=2)[C:32]2[CH:37]=[CH:36][CH:35]=[CH:34][CH:33]=2)=[CH:15][C:14]=1[CH:17]=[CH:18][C:19]([O:21][CH3:46])=[O:20], predict the reactants needed to synthesize it. The reactants are: [CH3:1][C:2]1[CH:7]=[C:6]([C:8]2[C:16]3[C:11](=[CH:12][C:13]([N+]([O-])=O)=[C:14](/[CH:17]=[CH:18]/[C:19]([O-:21])=[O:20])[CH:15]=3)[N:10]([C:25]([C:38]3[CH:43]=[CH:42][CH:41]=[CH:40][CH:39]=3)([C:32]3[CH:37]=[CH:36][CH:35]=[CH:34][CH:33]=3)[C:26]3[CH:31]=[CH:30][CH:29]=[CH:28][CH:27]=3)[N:9]=2)[CH:5]=[CH:4][N:3]=1.[Cl-].[NH4+:45].[CH2:46](O)C.